From a dataset of Peptide-MHC class I binding affinity with 185,985 pairs from IEDB/IMGT. Regression. Given a peptide amino acid sequence and an MHC pseudo amino acid sequence, predict their binding affinity value. This is MHC class I binding data. (1) The peptide sequence is GPSHKARVL. The MHC is HLA-A11:01 with pseudo-sequence HLA-A11:01. The binding affinity (normalized) is 0. (2) The peptide sequence is GLIVLPFYK. The MHC is HLA-B48:01 with pseudo-sequence HLA-B48:01. The binding affinity (normalized) is 0.0847.